From a dataset of Forward reaction prediction with 1.9M reactions from USPTO patents (1976-2016). Predict the product of the given reaction. (1) Given the reactants [C:1]1([C:7]([C:15]2[CH:20]=[CH:19][CH:18]=[CH:17][CH:16]=2)([CH:9]2[CH2:14][CH2:13][NH:12][CH2:11][CH2:10]2)[OH:8])[CH:6]=[CH:5][CH:4]=[CH:3][CH:2]=1.Br[CH2:22][CH2:23][C:24]1[CH:29]=[CH:28][C:27]([F:30])=[CH:26][CH:25]=1.C(#N)C, predict the reaction product. The product is: [F:30][C:27]1[CH:28]=[CH:29][C:24]([CH2:23][CH2:22][N:12]2[CH2:13][CH2:14][CH:9]([C:7]([C:15]3[CH:20]=[CH:19][CH:18]=[CH:17][CH:16]=3)([C:1]3[CH:2]=[CH:3][CH:4]=[CH:5][CH:6]=3)[OH:8])[CH2:10][CH2:11]2)=[CH:25][CH:26]=1. (2) Given the reactants [F:1][C:2]([F:17])([F:16])[O:3][C:4]1[CH:9]=[CH:8][C:7]([C:10]2([C:13](N)=[O:14])[CH2:12][CH2:11]2)=[CH:6][CH:5]=1.[OH-:18].[Na+].Cl, predict the reaction product. The product is: [F:1][C:2]([F:17])([F:16])[O:3][C:4]1[CH:9]=[CH:8][C:7]([C:10]2([C:13]([OH:18])=[O:14])[CH2:12][CH2:11]2)=[CH:6][CH:5]=1. (3) Given the reactants [CH3:1][C:2]1([CH3:35])[NH:7][C:6]2[CH:8]=[C:9]([C:11]3[CH:12]=[N:13][N:14](COCC[Si](C)(C)C)[C:15]=3[CH2:16][NH:17][CH2:18][CH2:19][C:20]3[CH:25]=[CH:24][CH:23]=[CH:22][CH:21]=3)[S:10][C:5]=2[C:4](=[O:34])[NH:3]1.[F-].C([N+](CCCC)(CCCC)CCCC)CCC, predict the reaction product. The product is: [CH3:1][C:2]1([CH3:35])[NH:7][C:6]2[CH:8]=[C:9]([C:11]3[CH:12]=[N:13][NH:14][C:15]=3[CH2:16][NH:17][CH2:18][CH2:19][C:20]3[CH:25]=[CH:24][CH:23]=[CH:22][CH:21]=3)[S:10][C:5]=2[C:4](=[O:34])[NH:3]1. (4) Given the reactants Br[CH2:2][C:3]([NH:5][C:6]1[CH:11]=[CH:10][C:9]([CH2:12][O:13][Si](C(C)(C)C)(C)C)=[CH:8][CH:7]=1)=[O:4].[Si](OCC1C=CC(N)=CC=1)(C(C)(C)C)(C)C.[Cl:37]CC(Cl)=O.BrCC(Cl)=O, predict the reaction product. The product is: [Cl:37][CH2:2][C:3]([NH:5][C:6]1[CH:11]=[CH:10][C:9]([CH2:12][OH:13])=[CH:8][CH:7]=1)=[O:4]. (5) Given the reactants [Cl:1][C:2]1[CH:37]=[CH:36][C:5]([C:6]([C:8]2[O:9][C:10]3[CH:16]=[CH:15][C:14]([CH2:17][C:18]([NH:20][C@H:21]([C:28]4[CH:33]=[CH:32][C:31]([CH3:34])=[CH:30][C:29]=4[CH3:35])[C:22]4[CH:27]=[CH:26][CH:25]=[CH:24][CH:23]=4)=[O:19])=[CH:13][C:11]=3[CH:12]=2)=[O:7])=[CH:4][CH:3]=1.ClCOC(C)C, predict the reaction product. The product is: [Cl:1][C:2]1[CH:37]=[CH:36][C:5]([CH:6]([OH:7])[C:8]2[O:9][C:10]3[CH:16]=[CH:15][C:14]([CH2:17][C:18]([NH:20][C@H:21]([C:28]4[CH:33]=[CH:32][C:31]([CH3:34])=[CH:30][C:29]=4[CH3:35])[C:22]4[CH:27]=[CH:26][CH:25]=[CH:24][CH:23]=4)=[O:19])=[CH:13][C:11]=3[CH:12]=2)=[CH:4][CH:3]=1.